Dataset: Forward reaction prediction with 1.9M reactions from USPTO patents (1976-2016). Task: Predict the product of the given reaction. (1) Given the reactants [CH2:1]([NH:3][C:4]1[C:9]([N+:10]([O-])=O)=[CH:8][CH:7]=[C:6]([F:13])[C:5]=1[C:14]1[CH:19]=[CH:18][CH:17]=[CH:16][N:15]=1)[CH3:2], predict the reaction product. The product is: [CH2:1]([NH:3][C:4]1[C:9]([NH2:10])=[CH:8][CH:7]=[C:6]([F:13])[C:5]=1[C:14]1[CH:19]=[CH:18][CH:17]=[CH:16][N:15]=1)[CH3:2]. (2) Given the reactants [CH3:1][C:2]([CH3:5])([O-])[CH3:3].[K+].[C:7]1([C:17]#[N:18])[C:16]2[C:11](=[CH:12][CH:13]=[CH:14][CH:15]=2)[CH:10]=[CH:9][CH:8]=1.[C:19]([O:29]C(C)C)(=O)[CH2:20][CH2:21][C:22]([O:24]C(C)C)=O.CI.[C:35](O)(=O)[CH3:36], predict the reaction product. The product is: [O:24]=[C:22]1[C:21]2=[C:1]([C:2]3[C:5]4[C:10](=[CH:11][CH:12]=[CH:13][CH:14]=4)[CH:9]=[CH:8][CH:3]=3)[N:18]([CH2:17][CH3:7])[C:19](=[O:29])[C:20]2=[C:17]([C:7]2[C:16]3[C:11](=[CH:12][CH:13]=[CH:14][CH:15]=3)[CH:10]=[CH:9][CH:8]=2)[N:18]1[CH2:35][CH3:36]. (3) Given the reactants [CH2:1]([O:8][C@@H:9]1[C@@H:15]([O:16][CH2:17][C:18]2[CH:23]=[CH:22][CH:21]=[CH:20][CH:19]=2)[C@H:14]([O:24][CH2:25][C:26]2[CH:31]=[CH:30][CH:29]=[CH:28][CH:27]=2)[C@@H:13]([CH2:32][O:33][CH2:34][C:35]2[CH:40]=[CH:39][CH:38]=[CH:37][CH:36]=2)[O:12][CH:10]1[OH:11])[C:2]1[CH:7]=[CH:6][CH:5]=[CH:4][CH:3]=1.[OH-].[K+].C([O:45][C:46](=[O:58])[CH2:47]CCCCCCCCCBr)C.COC(C)(C)C, predict the reaction product. The product is: [CH2:1]([O:8][C@@H:9]1[C@@H:15]([O:16][CH2:17][C:18]2[CH:23]=[CH:22][CH:21]=[CH:20][CH:19]=2)[C@H:14]([O:24][CH2:25][C:26]2[CH:27]=[CH:28][CH:29]=[CH:30][CH:31]=2)[C@@H:13]([CH2:32][O:33][CH2:34][C:35]2[CH:36]=[CH:37][CH:38]=[CH:39][CH:40]=2)[O:12][CH:10]1[O:11][CH2:47][C:46]([OH:58])=[O:45])[C:2]1[CH:3]=[CH:4][CH:5]=[CH:6][CH:7]=1. (4) Given the reactants [Br:1][C:2]1[CH:30]=[CH:29][CH:28]=[CH:27][C:3]=1[CH2:4][C:5]1[O:6][C:7]([CH3:26])=[C:8]([CH3:25])[C:9]=1[C:10]([C:12]1[CH:17]=[CH:16][C:15]([O:18]C)=[C:14]([CH:20]2[CH2:24][CH2:23][CH2:22][CH2:21]2)[CH:13]=1)=[O:11].B(Br)(Br)Br.C(Cl)Cl, predict the reaction product. The product is: [Br:1][C:2]1[CH:30]=[CH:29][CH:28]=[CH:27][C:3]=1[CH2:4][C:5]1[O:6][C:7]([CH3:26])=[C:8]([CH3:25])[C:9]=1[C:10]([C:12]1[CH:17]=[CH:16][C:15]([OH:18])=[C:14]([CH:20]2[CH2:24][CH2:23][CH2:22][CH2:21]2)[CH:13]=1)=[O:11]. (5) Given the reactants [CH2:1]([N:8]=[N+:9]=[N-:10])[C:2]1[CH:7]=[CH:6][CH:5]=[CH:4][CH:3]=1.[C:11]1([C:17]([C:21]2[CH:26]=[CH:25][CH:24]=[CH:23][CH:22]=2)([OH:20])[C:18]#[CH:19])[CH:16]=[CH:15][CH:14]=[CH:13][CH:12]=1, predict the reaction product. The product is: [CH2:1]([N:8]1[C:18]([C:17]([C:21]2[CH:26]=[CH:25][CH:24]=[CH:23][CH:22]=2)([C:11]2[CH:16]=[CH:15][CH:14]=[CH:13][CH:12]=2)[OH:20])=[CH:19][N:10]=[N:9]1)[C:2]1[CH:7]=[CH:6][CH:5]=[CH:4][CH:3]=1. (6) Given the reactants [CH:1]1([NH:4][C:5]2[O:6][CH2:7][C:8](=[O:14])[C:9]=2[C:10]([O:12][CH3:13])=[O:11])[CH2:3][CH2:2]1.C(OC)(=O)CC(OC)=O.ClCC(Cl)=O.C1(N)CC1.[NH:33]1[C:41]2[C:36](=[CH:37][CH:38]=[CH:39][N:40]=2)[C:35]([CH:42]=O)=[CH:34]1.N1CCC[C@H]1C(O)=O, predict the reaction product. The product is: [NH:33]1[C:41]2=[N:40][CH:39]=[CH:38][CH:37]=[C:36]2[C:35]([CH:42]=[C:7]2[O:6][C:5]([NH:4][CH:1]3[CH2:2][CH2:3]3)=[C:9]([C:10]([O:12][CH3:13])=[O:11])[C:8]2=[O:14])=[CH:34]1. (7) Given the reactants [Cl:1][C:2]1[CH:3]=[C:4]([CH:8]=[CH:9][N:10]=1)[C:5]([OH:7])=O.[F:11][C:12]([F:22])([F:21])[C:13]1[CH:14]=[C:15]([CH:18]=[CH:19][CH:20]=1)[CH2:16][NH2:17].CCN=C=NCCCN(C)C.Cl, predict the reaction product. The product is: [F:11][C:12]([F:21])([F:22])[C:13]1[CH:14]=[C:15]([CH:18]=[CH:19][CH:20]=1)[CH2:16][NH:17][C:5](=[O:7])[C:4]1[CH:8]=[CH:9][N:10]=[C:2]([Cl:1])[CH:3]=1. (8) Given the reactants [Cl:1][C:2]1[CH:43]=[CH:42][C:5]([CH2:6][CH:7]([C:18]([N:20]2[CH2:25][CH2:24][N:23]([C:26]3[C:31]([C:32]4[CH:37]=[CH:36][CH:35]=[CH:34][CH:33]=4)=[CH:30][N:29]=[C:28]4[NH:38][CH:39]=[C:40]([CH3:41])[C:27]=34)[CH2:22][CH2:21]2)=[O:19])[CH2:8][CH2:9][NH:10]C(=O)OC(C)(C)C)=[CH:4][CH:3]=1.C(O)(C(F)(F)F)=O.C1(N)C(F)=C(F)C(F)=C(N)C=1F.Cl.Cl, predict the reaction product. The product is: [NH2:10][CH2:9][CH2:8][CH:7]([CH2:6][C:5]1[CH:42]=[CH:43][C:2]([Cl:1])=[CH:3][CH:4]=1)[C:18]([N:20]1[CH2:21][CH2:22][N:23]([C:26]2[C:31]([C:32]3[CH:33]=[CH:34][CH:35]=[CH:36][CH:37]=3)=[CH:30][N:29]=[C:28]3[NH:38][CH:39]=[C:40]([CH3:41])[C:27]=23)[CH2:24][CH2:25]1)=[O:19]. (9) Given the reactants [F:1][C@@H:2]1[CH2:6][CH2:5][N:4]([C:7]2[CH:8]=[CH:9][C:10]3[N:11]([C:13]([CH2:16][C:17]4[CH:18]=[C:19]5[C:24](=[CH:25][CH:26]=4)[N:23]=[CH:22][CH:21]=[CH:20]5)=[CH:14][N:15]=3)[N:12]=2)[CH2:3]1.Cl.F[C@H]1CCNC1.Cl.F[C@@H]1CCNC1, predict the reaction product. The product is: [F:1][C@H:2]1[CH2:6][CH2:5][N:4]([C:7]2[CH:8]=[CH:9][C:10]3[N:11]([C:13]([CH2:16][C:17]4[CH:18]=[C:19]5[C:24](=[CH:25][CH:26]=4)[N:23]=[CH:22][CH:21]=[CH:20]5)=[CH:14][N:15]=3)[N:12]=2)[CH2:3]1.